Dataset: Full USPTO retrosynthesis dataset with 1.9M reactions from patents (1976-2016). Task: Predict the reactants needed to synthesize the given product. (1) The reactants are: [F:1][C:2]1[CH:7]=[CH:6][CH:5]=[C:4]([F:8])[C:3]=1[N:9]1[C:13]2[NH:14][C:15](=[O:23])[C:16](C(OCC)=O)=[CH:17][C:12]=2[CH:11]=[N:10]1.O.[OH-].[Li+].C1C(=O)N([Br:34])C(=O)C1.C([O-])(O)=O.[Na+]. Given the product [Br:34][C:16]1[C:15](=[O:23])[NH:14][C:13]2[N:9]([C:3]3[C:2]([F:1])=[CH:7][CH:6]=[CH:5][C:4]=3[F:8])[N:10]=[CH:11][C:12]=2[CH:17]=1, predict the reactants needed to synthesize it. (2) Given the product [F:37][C:34]([F:35])([F:36])[C:32]1[CH:33]=[C:28]([S:25]([C:22]2[CH:21]=[CH:20][C:19]([C:16]3[C:15]4[C:10](=[CH:11][CH:12]=[C:13]([F:42])[CH:14]=4)[CH:9]=[C:8]([CH2:7][C:6]([OH:43])=[O:5])[C:17]=3[CH3:18])=[CH:24][CH:23]=2)(=[O:26])=[O:27])[CH:29]=[C:30]([C:38]([F:39])([F:40])[F:41])[CH:31]=1, predict the reactants needed to synthesize it. The reactants are: O.[OH-].[Li+].C[O:5][C:6](=[O:43])[CH2:7][C:8]1[C:17]([CH3:18])=[C:16]([C:19]2[CH:24]=[CH:23][C:22]([S:25]([C:28]3[CH:33]=[C:32]([C:34]([F:37])([F:36])[F:35])[CH:31]=[C:30]([C:38]([F:41])([F:40])[F:39])[CH:29]=3)(=[O:27])=[O:26])=[CH:21][CH:20]=2)[C:15]2[C:10](=[CH:11][CH:12]=[C:13]([F:42])[CH:14]=2)[CH:9]=1. (3) The reactants are: [CH3:1][N:2]1[C:7](=[O:8])[C:6]2=[CH:9][NH:10][CH:11]=[C:5]2[C:4]([CH2:12][CH:13]([CH3:15])[CH3:14])=[N:3]1.Cl[CH2:17][C:18]1[CH:23]=[CH:22][CH:21]=[CH:20][C:19]=1[I:24].C(=O)([O-])[O-].[Cs+].[Cs+]. Given the product [I:24][C:19]1[CH:20]=[CH:21][CH:22]=[CH:23][C:18]=1[CH2:17][N:10]1[CH:11]=[C:5]2[C:6]([C:7](=[O:8])[N:2]([CH3:1])[N:3]=[C:4]2[CH2:12][CH:13]([CH3:15])[CH3:14])=[CH:9]1, predict the reactants needed to synthesize it. (4) Given the product [Cl:1][C:2]1[C:3]([CH3:13])=[C:4]2[C:8](=[CH:9][CH:10]=1)[NH:7][C:6](=[O:11])[C:5]2([C:18]1[CH:23]=[C:22]([Cl:24])[CH:21]=[CH:20][C:19]=1[O:25][CH3:26])[OH:12], predict the reactants needed to synthesize it. The reactants are: [Cl:1][C:2]1[C:3]([CH3:13])=[C:4]2[C:8](=[CH:9][CH:10]=1)[NH:7][C:6](=[O:11])[C:5]2=[O:12].[H-].[Na+].Br[Mg][C:18]1[CH:23]=[C:22]([Cl:24])[CH:21]=[CH:20][C:19]=1[O:25][CH3:26].[Cl-].[NH4+]. (5) Given the product [Br:16][C:17]1[CH:18]=[C:19]([S:23]([N:3]([CH3:4])[CH3:1])(=[O:25])=[O:24])[CH:20]=[N:21][CH:22]=1, predict the reactants needed to synthesize it. The reactants are: [CH2:1]([N:3](CC)[CH2:4]C)C.CNC.O1CCCC1.[Br:16][C:17]1[CH:18]=[C:19]([S:23](Cl)(=[O:25])=[O:24])[CH:20]=[N:21][CH:22]=1.